From a dataset of Forward reaction prediction with 1.9M reactions from USPTO patents (1976-2016). Predict the product of the given reaction. (1) Given the reactants [Br:1][C:2]1[CH:11]=[C:10]([C:12]([CH3:15])([CH3:14])[CH3:13])C2C(=CC=CC=2)C=1.C(C=C)=O.BrBr.[NH:22]1[CH2:26][CH2:25][CH:24]([CH2:27][CH2:28]S(N)(=O)=O)[CH2:23]1.C(OC(=O)NC[C@H]1CCNC1)(C)(C)C.[Br:47]C1C=CC2C(=CC=CC=2)N=1.N1C=CC=CC=1OC, predict the reaction product. The product is: [C:12]([C:10]1[CH:28]=[C:27]2[C:23](=[C:2]([Br:1])[CH:11]=1)[N:22]=[CH:26][C:25]([Br:47])=[CH:24]2)([CH3:15])([CH3:14])[CH3:13]. (2) Given the reactants [Cl:1][C:2]1[CH:3]=[CH:4][C:5]([O:12]C)=[C:6]([CH2:8][C:9]([OH:11])=[O:10])[CH:7]=1.[CH2:14](O)[CH3:15], predict the reaction product. The product is: [CH2:14]([O:11][C:9](=[O:10])[CH2:8][C:6]1[CH:7]=[C:2]([Cl:1])[CH:3]=[CH:4][C:5]=1[OH:12])[CH3:15]. (3) Given the reactants [Cl:1][C:2]1[CH:3]=[C:4]2[C:8](=[CH:9][CH:10]=1)[NH:7][CH:6]=[C:5]2[CH2:11][CH2:12][NH:13][C:14](=[O:22])[C:15]1[CH:20]=[CH:19][C:18](I)=[CH:17][CH:16]=1.[C:23]([C:25]1[CH:30]=[CH:29][CH:28]=[CH:27][C:26]=1B(O)O)#[N:24].C(=O)([O-])[O-].[Na+].[Na+], predict the reaction product. The product is: [Cl:1][C:2]1[CH:3]=[C:4]2[C:8](=[CH:9][CH:10]=1)[NH:7][CH:6]=[C:5]2[CH2:11][CH2:12][NH:13][C:14]([C:15]1[CH:20]=[CH:19][C:18]([C:26]2[CH:27]=[CH:28][CH:29]=[CH:30][C:25]=2[C:23]#[N:24])=[CH:17][CH:16]=1)=[O:22]. (4) Given the reactants [NH2:1][C:2](=[N:14][OH:15])[C:3]1[CH:12]=[CH:11][C:6](C(OC)=O)=[C:5](F)[CH:4]=1.C(C1C=C(C=CC=1)[CH2:21][N:22]([CH2:30][CH2:31][OH:32])[C:23](=[O:29])[O:24][C:25]([CH3:28])([CH3:27])[CH3:26])#N, predict the reaction product. The product is: [NH2:1]/[C:2](=[N:14]\[OH:15])/[C:3]1[CH:4]=[C:5]([CH:6]=[CH:11][CH:12]=1)[CH2:21][N:22]([CH2:30][CH2:31][OH:32])[C:23](=[O:29])[O:24][C:25]([CH3:28])([CH3:26])[CH3:27].